This data is from Catalyst prediction with 721,799 reactions and 888 catalyst types from USPTO. The task is: Predict which catalyst facilitates the given reaction. (1) Reactant: [Cl:1][C:2]1[CH:7]=[CH:6][C:5]([C:8]2[CH:13]=[CH:12][CH:11]=[CH:10][C:9]=2[C@H:14]([OH:32])[CH:15]2[CH2:20][CH2:19][N:18]([C:21]3[CH:31]=[CH:30][C:24]([C:25]([O:27]CC)=[O:26])=[CH:23][CH:22]=3)[CH2:17][CH2:16]2)=[CH:4][CH:3]=1.O.CO. The catalyst class is: 1. Product: [Cl:1][C:2]1[CH:3]=[CH:4][C:5]([C:8]2[CH:13]=[CH:12][CH:11]=[CH:10][C:9]=2[C@H:14]([OH:32])[CH:15]2[CH2:20][CH2:19][N:18]([C:21]3[CH:22]=[CH:23][C:24]([C:25]([OH:27])=[O:26])=[CH:30][CH:31]=3)[CH2:17][CH2:16]2)=[CH:6][CH:7]=1. (2) Reactant: [CH3:1][I:2].[CH3:3][O:4][C:5]1[CH:6]=[CH:7][CH:8]=[C:9]2[C:14]=1[NH:13][C:12](=[S:15])[NH:11][CH:10]2[CH3:16]. Product: [IH:2].[CH3:3][O:4][C:5]1[CH:6]=[CH:7][CH:8]=[C:9]2[C:14]=1[N:13]=[C:12]([S:15][CH3:1])[NH:11][CH:10]2[CH3:16]. The catalyst class is: 21. (3) Reactant: C[O:2][C:3](=[O:20])[C@@H:4]([N:12]1[CH2:16][C:15]([O:17][CH3:18])=[CH:14][C:13]1=[O:19])[CH2:5][CH:6]1[CH2:11][CH2:10][CH2:9][CH2:8][CH2:7]1.O.[OH-].[Li+].Cl. Product: [CH:6]1([CH2:5][C@H:4]([N:12]2[CH2:16][C:15]([O:17][CH3:18])=[CH:14][C:13]2=[O:19])[C:3]([OH:20])=[O:2])[CH2:11][CH2:10][CH2:9][CH2:8][CH2:7]1. The catalyst class is: 7. (4) Reactant: [Br:1][C:2]1[CH:3]=[C:4]([C@H:9]([NH:25]C(=O)OC(C)(C)C)[CH2:10][N:11]([CH3:24])[S:12]([C:15]2[CH:20]=[CH:19][CH:18]=[CH:17][C:16]=2[N+:21]([O-:23])=[O:22])(=[O:14])=[O:13])[CH:5]=[C:6]([F:8])[CH:7]=1.[ClH:33]. Product: [ClH:33].[NH2:25][C@@H:9]([C:4]1[CH:5]=[C:6]([F:8])[CH:7]=[C:2]([Br:1])[CH:3]=1)[CH2:10][N:11]([CH3:24])[S:12]([C:15]1[CH:20]=[CH:19][CH:18]=[CH:17][C:16]=1[N+:21]([O-:23])=[O:22])(=[O:14])=[O:13]. The catalyst class is: 2.